This data is from Catalyst prediction with 721,799 reactions and 888 catalyst types from USPTO. The task is: Predict which catalyst facilitates the given reaction. (1) Reactant: [CH3:1][S:2]([CH2:36][CH2:37][CH2:38][C:39]([O:41]C)=[O:40])(=[N:4][C:5]([C:7]1[CH:11]=[C:10]([C:12]2[CH:17]=[C:16]([O:18][C:19]3[CH:24]=[CH:23][C:22]([NH:25][C:26]([NH:28][C:29]4[CH:34]=[CH:33][CH:32]=[C:31]([CH3:35])[CH:30]=4)=[O:27])=[CH:21][CH:20]=3)[CH:15]=[CH:14][N:13]=2)[NH:9][CH:8]=1)=[O:6])=[O:3].[OH-].[Na+].O.Cl. Product: [CH3:1][S:2]([CH2:36][CH2:37][CH2:38][C:39]([OH:41])=[O:40])(=[N:4][C:5]([C:7]1[CH:11]=[C:10]([C:12]2[CH:17]=[C:16]([O:18][C:19]3[CH:24]=[CH:23][C:22]([NH:25][C:26]([NH:28][C:29]4[CH:34]=[CH:33][CH:32]=[C:31]([CH3:35])[CH:30]=4)=[O:27])=[CH:21][CH:20]=3)[CH:15]=[CH:14][N:13]=2)[NH:9][CH:8]=1)=[O:6])=[O:3]. The catalyst class is: 5. (2) Reactant: [CH3:1][C:2]1[O:11][C:10](=[O:12])[C:9]2[C:8](=[O:13])[CH2:7][CH:6]([CH:14]([CH3:16])[CH3:15])[O:5][C:4]=2[CH:3]=1.C(=O)([O-])[O-].[K+].[K+]. Product: [OH:5][C:4]1[CH:3]=[C:2]([CH3:1])[O:11][C:10](=[O:12])[C:9]=1[C:8](=[O:13])[CH:7]=[CH:6][CH:14]([CH3:15])[CH3:16]. The catalyst class is: 41. (3) Reactant: CN(C(ON1N=NC2C=CC=NC1=2)=[N+](C)C)C.F[P-](F)(F)(F)(F)F.C(N(CC)CC)C.[F:32][C:33]([F:44])([F:43])[C:34]1[CH:42]=[CH:41][C:37]([C:38]([OH:40])=O)=[CH:36][CH:35]=1.[CH3:45][N:46]1[C:50]([C:51]2[CH:52]=[C:53]([NH2:66])[CH:54]=[CH:55][C:56]=2[O:57][CH2:58][CH2:59][N:60]2[CH2:65][CH2:64][O:63][CH2:62][CH2:61]2)=[CH:49][CH:48]=[N:47]1. Product: [CH3:45][N:46]1[C:50]([C:51]2[CH:52]=[C:53]([NH:66][C:38](=[O:40])[C:37]3[CH:36]=[CH:35][C:34]([C:33]([F:32])([F:44])[F:43])=[CH:42][CH:41]=3)[CH:54]=[CH:55][C:56]=2[O:57][CH2:58][CH2:59][N:60]2[CH2:65][CH2:64][O:63][CH2:62][CH2:61]2)=[CH:49][CH:48]=[N:47]1. The catalyst class is: 1.